From a dataset of Peptide-MHC class II binding affinity with 134,281 pairs from IEDB. Regression. Given a peptide amino acid sequence and an MHC pseudo amino acid sequence, predict their binding affinity value. This is MHC class II binding data. The peptide sequence is EKKYFAATQFEGLAA. The MHC is HLA-DQA10401-DQB10402 with pseudo-sequence HLA-DQA10401-DQB10402. The binding affinity (normalized) is 0.454.